From a dataset of TCR-epitope binding with 47,182 pairs between 192 epitopes and 23,139 TCRs. Binary Classification. Given a T-cell receptor sequence (or CDR3 region) and an epitope sequence, predict whether binding occurs between them. (1) The epitope is YLNTLTLAV. The TCR CDR3 sequence is CSVEVEGQGYGYTF. Result: 1 (the TCR binds to the epitope). (2) The epitope is IVTDFSVIK. The TCR CDR3 sequence is CASSEGGEQFF. Result: 1 (the TCR binds to the epitope). (3) The epitope is QECVRGTTVL. The TCR CDR3 sequence is CASSFYNEQFF. Result: 1 (the TCR binds to the epitope).